From a dataset of Full USPTO retrosynthesis dataset with 1.9M reactions from patents (1976-2016). Predict the reactants needed to synthesize the given product. (1) Given the product [Cl:13][C:4]1[CH:3]=[C:2]([NH:17][CH:15]([CH3:16])[CH3:14])[C:7]([C:8]([O:10][CH2:11][CH3:12])=[O:9])=[CH:6][N:5]=1, predict the reactants needed to synthesize it. The reactants are: Cl[C:2]1[C:7]([C:8]([O:10][CH2:11][CH3:12])=[O:9])=[CH:6][N:5]=[C:4]([Cl:13])[CH:3]=1.[CH3:14][CH:15]([NH2:17])[CH3:16].CCN(C(C)C)C(C)C. (2) Given the product [C:1]([O:5][C:6]([N:8]1[CH2:13][CH2:12][CH:11]([CH:14]([O:16][S:25]([CH3:24])(=[O:27])=[O:26])[CH3:15])[CH2:10][CH2:9]1)=[O:7])([CH3:4])([CH3:3])[CH3:2], predict the reactants needed to synthesize it. The reactants are: [C:1]([O:5][C:6]([N:8]1[CH2:13][CH2:12][CH:11]([CH:14]([OH:16])[CH3:15])[CH2:10][CH2:9]1)=[O:7])([CH3:4])([CH3:3])[CH3:2].C(N(CC)CC)C.[CH3:24][S:25](Cl)(=[O:27])=[O:26]. (3) Given the product [Cl:1][C:2]1[CH:7]=[CH:6][C:5]([S:8]([CH:11]([C:12]2[CH:17]=[C:16]([F:18])[CH:15]=[CH:14][C:13]=2[F:19])[CH2:25][C:21]2[S:20][CH:24]=[CH:23][CH:22]=2)(=[O:10])=[O:9])=[CH:4][CH:3]=1, predict the reactants needed to synthesize it. The reactants are: [Cl:1][C:2]1[CH:7]=[CH:6][C:5]([S:8]([CH2:11][C:12]2[CH:17]=[C:16]([F:18])[CH:15]=[CH:14][C:13]=2[F:19])(=[O:10])=[O:9])=[CH:4][CH:3]=1.[S:20]1[CH:24]=[CH:23][CH:22]=[C:21]1[CH2:25]O.C(C=P(CCCC)(CCCC)CCCC)#N. (4) Given the product [OH:5][CH2:4][C:3]1[CH:6]=[CH:7][CH:8]=[CH:9][C:2]=1[C:15]1[CH:16]=[CH:17][C:12]([CH:10]=[O:11])=[CH:13][CH:14]=1, predict the reactants needed to synthesize it. The reactants are: Br[C:2]1[CH:9]=[CH:8][CH:7]=[CH:6][C:3]=1[CH2:4][OH:5].[CH:10]([C:12]1[CH:17]=[CH:16][C:15](B(O)O)=[CH:14][CH:13]=1)=[O:11].C(=O)(O)[O-].[Na+]. (5) The reactants are: O.[C:2]1([CH3:12])[CH:7]=[CH:6][C:5]([S:8]([OH:11])(=[O:10])=[O:9])=[CH:4][CH:3]=1.[F:13][C@H:14]1[CH2:18][CH2:17][N:16](C(OC(C)(C)C)=O)[CH2:15]1. Given the product [CH3:12][C:2]1[CH:3]=[CH:4][C:5]([S:8]([OH:11])(=[O:10])=[O:9])=[CH:6][CH:7]=1.[F:13][C@H:14]1[CH2:18][CH2:17][NH:16][CH2:15]1, predict the reactants needed to synthesize it.